Regression. Given two drug SMILES strings and cell line genomic features, predict the synergy score measuring deviation from expected non-interaction effect. From a dataset of NCI-60 drug combinations with 297,098 pairs across 59 cell lines. Drug 1: C1=C(C(=O)NC(=O)N1)F. Drug 2: CN1C(=O)N2C=NC(=C2N=N1)C(=O)N. Cell line: DU-145. Synergy scores: CSS=36.4, Synergy_ZIP=2.64, Synergy_Bliss=0.589, Synergy_Loewe=-11.1, Synergy_HSA=-2.19.